Predict which catalyst facilitates the given reaction. From a dataset of Catalyst prediction with 721,799 reactions and 888 catalyst types from USPTO. (1) Reactant: [CH2:1]([O:8][C:9]1[C:10]([O:24][CH3:25])=[CH:11][C:12]([C:18]2[N:22]=[C:21]([CH3:23])[O:20][N:19]=2)=[C:13]([CH:17]=1)[C:14]([OH:16])=[O:15])[C:2]1[CH:7]=[CH:6][CH:5]=[CH:4][CH:3]=1.I[CH:27]([CH3:29])[CH3:28].C(=O)([O-])[O-].[K+].[K+].CN(C)C=O. Product: [CH2:1]([O:8][C:9]1[C:10]([O:24][CH3:25])=[CH:11][C:12]([C:18]2[N:22]=[C:21]([CH3:23])[O:20][N:19]=2)=[C:13]([CH:17]=1)[C:14]([O:16][CH:27]([CH3:29])[CH3:28])=[O:15])[C:2]1[CH:3]=[CH:4][CH:5]=[CH:6][CH:7]=1. The catalyst class is: 84. (2) Reactant: C(O[C:4]([C:6]1[C:7]2[S:15][CH:14]=[C:13]([CH2:16][O:17][C:18]3[CH:23]=[CH:22][CH:21]=[C:20]([NH:24][CH2:25][C:26]4[CH:31]=[CH:30][CH:29]=[CH:28][CH:27]=4)[CH:19]=3)[C:8]=2[C:9]([NH2:12])=[N:10][CH:11]=1)=[O:5])C.[CH2:32]([CH2:34][NH2:35])[OH:33]. Product: [OH:33][CH2:32][CH2:34][NH:35][C:4]([C:6]1[C:7]2[S:15][CH:14]=[C:13]([CH2:16][O:17][C:18]3[CH:23]=[CH:22][CH:21]=[C:20]([NH:24][CH2:25][C:26]4[CH:31]=[CH:30][CH:29]=[CH:28][CH:27]=4)[CH:19]=3)[C:8]=2[C:9]([NH2:12])=[N:10][CH:11]=1)=[O:5]. The catalyst class is: 16. (3) Reactant: [Cl:1][C:2]1[CH:7]=[CH:6][C:5]([NH:8][C:9]2[N:14]=[CH:13][CH:12]=[CH:11][N:10]=2)=[CH:4][C:3]=1[OH:15].C([O-])([O-])=O.[Cs+].[Cs+].Br[CH2:23][CH:24]=[C:25]([CH3:27])[CH3:26]. Product: [Cl:1][C:2]1[CH:7]=[CH:6][C:5]([NH:8][C:9]2[N:10]=[CH:11][CH:12]=[CH:13][N:14]=2)=[CH:4][C:3]=1[O:15][CH2:23][CH:24]=[C:25]([CH3:27])[CH3:26]. The catalyst class is: 21. (4) Reactant: [F:1][C:2]1[CH:11]=[C:10]2[C:5]([N:6]=[C:7]([N:16]3[CH2:21][CH2:20][NH:19][CH2:18][CH2:17]3)[C:8]3[N:9]2[C:12](=[O:15])[NH:13][N:14]=3)=[CH:4][CH:3]=1.Cl[C:23]1[CH:28]=[CH:27][C:26]([C:29]#[N:30])=[CH:25][N:24]=1.C(=O)([O-])[O-].[Na+].[Na+]. Product: [F:1][C:2]1[CH:11]=[C:10]2[C:5]([N:6]=[C:7]([N:16]3[CH2:17][CH2:18][N:19]([C:23]4[CH:28]=[CH:27][C:26]([C:29]#[N:30])=[CH:25][N:24]=4)[CH2:20][CH2:21]3)[C:8]3[N:9]2[C:12](=[O:15])[NH:13][N:14]=3)=[CH:4][CH:3]=1. The catalyst class is: 51.